Dataset: Forward reaction prediction with 1.9M reactions from USPTO patents (1976-2016). Task: Predict the product of the given reaction. (1) The product is: [Cl:30][C:31]1[CH:38]=[CH:37][C:34]([CH:35]=[CH:9][C:10]2[CH:11]=[N:12][CH:13]=[CH:14][CH:15]=2)=[CH:33][C:32]=1[N+:39]([O-:41])=[O:40]. Given the reactants [Cl-].C1([P+](C2C=CC=CC=2)(C2C=CC=CC=2)[CH2:9][C:10]2[CH:11]=[N:12][CH:13]=[CH:14][CH:15]=2)C=CC=CC=1.[H-].[Na+].[Cl:30][C:31]1[CH:38]=[CH:37][C:34]([CH:35]=O)=[CH:33][C:32]=1[N+:39]([O-:41])=[O:40], predict the reaction product. (2) Given the reactants Br[CH2:2][C:3]([C:5]1[CH:6]=[CH:7][C:8]([N:11]2[N:15]=[CH:14][CH:13]=[N:12]2)=[N:9][CH:10]=1)=O.[NH2:16][C:17]1[CH:22]=[CH:21][C:20]([I:23])=[CH:19][N:18]=1, predict the reaction product. The product is: [I:23][C:20]1[CH:21]=[CH:22][C:17]2[N:18]([CH:2]=[C:3]([C:5]3[CH:6]=[CH:7][C:8]([N:11]4[N:15]=[CH:14][CH:13]=[N:12]4)=[N:9][CH:10]=3)[N:16]=2)[CH:19]=1. (3) Given the reactants [CH2:1]([O:3][C:4]([C:6]1[C:7]([OH:29])=[C:8]2[CH:14]=[C:13]([C:15]3[CH:20]=[CH:19][C:18]([F:21])=[CH:17][CH:16]=3)[N:12]([C:22]3[CH:27]=[CH:26][C:25]([F:28])=[CH:24][CH:23]=3)[C:9]2=[CH:10][N:11]=1)=[O:5])[CH3:2].[Cl:30]N1C(=O)CCC1=O, predict the reaction product. The product is: [CH2:1]([O:3][C:4]([C:6]1[C:7]([OH:29])=[C:8]2[C:14]([Cl:30])=[C:13]([C:15]3[CH:16]=[CH:17][C:18]([F:21])=[CH:19][CH:20]=3)[N:12]([C:22]3[CH:27]=[CH:26][C:25]([F:28])=[CH:24][CH:23]=3)[C:9]2=[CH:10][N:11]=1)=[O:5])[CH3:2]. (4) The product is: [F:29][C:30]1[CH:31]=[C:32]([C:2]2[CH:7]=[CH:6][C:5]([C:8]3[C:17]4[C:12](=[CH:13][C:14]([S:18]([NH:21][C:22]5[S:23][CH:24]=[N:25][N:26]=5)(=[O:19])=[O:20])=[CH:15][CH:16]=4)[N:11]=[CH:10][CH:9]=3)=[C:4]([O:27][CH3:28])[CH:3]=2)[CH:33]=[C:34]([F:36])[CH:35]=1. Given the reactants Cl[C:2]1[CH:7]=[CH:6][C:5]([C:8]2[C:17]3[C:12](=[CH:13][C:14]([S:18]([NH:21][C:22]4[S:23][CH:24]=[N:25][N:26]=4)(=[O:20])=[O:19])=[CH:15][CH:16]=3)[N:11]=[CH:10][CH:9]=2)=[C:4]([O:27][CH3:28])[CH:3]=1.[F:29][C:30]1[CH:31]=[C:32](B(O)O)[CH:33]=[C:34]([F:36])[CH:35]=1.C1(P(C2CCCCC2)C2C=CC=CC=2C2C(OC)=CC=CC=2OC)CCCCC1.P([O-])([O-])([O-])=O.[K+].[K+].[K+], predict the reaction product. (5) Given the reactants [S:1]([S:1]([O-:3])=[O:2])([O-:3])=[O:2].[Na+:7].[Na+:7].C(=O)([O-])[O-].[Na+].[Na+].O.[C:16]12([CH2:26][C:27]([F:30])([F:29])I)[CH2:25][CH:20]3[CH2:21][CH:22]([CH2:24][CH:18]([CH2:19]3)[CH2:17]1)[CH2:23]2, predict the reaction product. The product is: [C:16]12([CH2:26][C:27]([F:29])([F:30])[S:1]([O-:3])=[O:2])[CH2:25][CH:20]3[CH2:21][CH:22]([CH2:24][CH:18]([CH2:19]3)[CH2:17]1)[CH2:23]2.[Na+:7]. (6) The product is: [F:22][C:2]([F:1])([F:21])[O:3][C:4]1[CH:5]=[CH:6][C:7]([S:10]([N:13]2[CH2:18][CH2:17][CH:16]([O:19]/[N:20]=[CH:23]/[C:25]3[CH:26]=[C:27]([CH:30]=[CH:31][CH:32]=3)[C:28]#[N:29])[CH2:15][CH2:14]2)(=[O:11])=[O:12])=[CH:8][CH:9]=1. Given the reactants [F:1][C:2]([F:22])([F:21])[O:3][C:4]1[CH:9]=[CH:8][C:7]([S:10]([N:13]2[CH2:18][CH2:17][CH:16]([O:19][NH2:20])[CH2:15][CH2:14]2)(=[O:12])=[O:11])=[CH:6][CH:5]=1.[CH:23]([C:25]1[CH:26]=[C:27]([CH:30]=[CH:31][CH:32]=1)[C:28]#[N:29])=O.C(O)(=O)C, predict the reaction product. (7) Given the reactants Cl.[NH2:2][CH2:3][C:4]1[CH:5]=[C:6]2[C:10](=[CH:11][CH:12]=1)[C:9](=[O:13])[N:8]([CH:14]1[CH2:19][CH2:18][C:17](=[O:20])[NH:16][C:15]1=[O:21])[CH2:7]2.[F:22][C:23]([F:36])([C:27]1[CH:32]=[CH:31][CH:30]=[C:29]([CH2:33][CH2:34][OH:35])[CH:28]=1)[C:24](O)=[O:25].C(N(CC)C(C)C)(C)C.F[P-](F)(F)(F)(F)F.CN(C(N(C)C)=[N+]1C2C(=NC=CC=2)[N+]([O-])=N1)C, predict the reaction product. The product is: [O:21]=[C:15]1[CH:14]([N:8]2[CH2:7][C:6]3[C:10](=[CH:11][CH:12]=[C:4]([CH2:3][NH:2][C:24](=[O:25])[C:23]([F:36])([F:22])[C:27]4[CH:32]=[CH:31][CH:30]=[C:29]([CH2:33][CH2:34][OH:35])[CH:28]=4)[CH:5]=3)[C:9]2=[O:13])[CH2:19][CH2:18][C:17](=[O:20])[NH:16]1. (8) Given the reactants [OH:1][N:2]=[C:3]([C:5]1[CH:13]=[CH:12][C:11]2[N:10]3[CH2:14][CH2:15][CH:16]([CH2:17][C:18]([O:20][C:21]([CH3:24])([CH3:23])[CH3:22])=[O:19])[C:9]3=[CH:8][C:7]=2[CH:6]=1)[NH2:4].[C:25]([C:27]1[CH:28]=[C:29]([CH:33]=[C:34]([O:36][CH3:37])[CH:35]=1)[C:30](O)=O)#[N:26], predict the reaction product. The product is: [C:25]([C:27]1[CH:28]=[C:29]([C:30]2[O:1][N:2]=[C:3]([C:5]3[CH:13]=[CH:12][C:11]4[N:10]5[CH2:14][CH2:15][CH:16]([CH2:17][C:18]([O:20][C:21]([CH3:24])([CH3:23])[CH3:22])=[O:19])[C:9]5=[CH:8][C:7]=4[CH:6]=3)[N:4]=2)[CH:33]=[C:34]([O:36][CH3:37])[CH:35]=1)#[N:26]. (9) Given the reactants [CH2:1]([O:4]C(N1CC=C(C2C(C3C=CN=C(F)C=3)=C(C3C=CC(F)=CC=3)NC=2)CC1)=O)[CH:2]=C.FC1C=CC(C2NC=CC=2C2C=CN=C(NC)N=2)=CC=1.C(O[C:60]([N:62]1[CH2:69][C:68]([F:71])([F:70])[CH2:67][C@H:63]1[C:64](O)=O)=O)C1C=CC=CC=1.C(OC(N1C[C@H](OC)C[C@H]1C(O)=O)=O)C1C=CC=CC=1, predict the reaction product. The product is: [F:71][C:68]1([F:70])[CH2:69][N:62]2[C@@H:63]([CH2:64][C:1](=[O:4])[CH2:2][CH2:60]2)[CH2:67]1.